From a dataset of NCI-60 drug combinations with 297,098 pairs across 59 cell lines. Regression. Given two drug SMILES strings and cell line genomic features, predict the synergy score measuring deviation from expected non-interaction effect. (1) Drug 1: C1=CN(C=N1)CC(O)(P(=O)(O)O)P(=O)(O)O. Drug 2: CC12CCC3C(C1CCC2OP(=O)(O)O)CCC4=C3C=CC(=C4)OC(=O)N(CCCl)CCCl.[Na+]. Cell line: LOX IMVI. Synergy scores: CSS=-3.41, Synergy_ZIP=8.42, Synergy_Bliss=8.19, Synergy_Loewe=2.56, Synergy_HSA=1.86. (2) Drug 1: CC1=C2C(C(=O)C3(C(CC4C(C3C(C(C2(C)C)(CC1OC(=O)C(C(C5=CC=CC=C5)NC(=O)C6=CC=CC=C6)O)O)OC(=O)C7=CC=CC=C7)(CO4)OC(=O)C)O)C)OC(=O)C. Drug 2: CN(CCCl)CCCl.Cl. Cell line: TK-10. Synergy scores: CSS=21.7, Synergy_ZIP=-1.50, Synergy_Bliss=9.57, Synergy_Loewe=-13.0, Synergy_HSA=-1.54. (3) Drug 1: CC1=C2C(C(=O)C3(C(CC4C(C3C(C(C2(C)C)(CC1OC(=O)C(C(C5=CC=CC=C5)NC(=O)OC(C)(C)C)O)O)OC(=O)C6=CC=CC=C6)(CO4)OC(=O)C)O)C)O. Drug 2: CCN(CC)CCCC(C)NC1=C2C=C(C=CC2=NC3=C1C=CC(=C3)Cl)OC. Cell line: NCI-H522. Synergy scores: CSS=23.6, Synergy_ZIP=-8.40, Synergy_Bliss=-6.11, Synergy_Loewe=-29.0, Synergy_HSA=-6.42. (4) Drug 1: CC1C(C(CC(O1)OC2CC(CC3=C2C(=C4C(=C3O)C(=O)C5=C(C4=O)C(=CC=C5)OC)O)(C(=O)C)O)N)O.Cl. Drug 2: C1C(C(OC1N2C=NC(=NC2=O)N)CO)O. Cell line: MDA-MB-231. Synergy scores: CSS=27.5, Synergy_ZIP=-4.64, Synergy_Bliss=1.31, Synergy_Loewe=2.19, Synergy_HSA=2.84. (5) Drug 1: CN(C)C1=NC(=NC(=N1)N(C)C)N(C)C. Drug 2: CC1CCC2CC(C(=CC=CC=CC(CC(C(=O)C(C(C(=CC(C(=O)CC(OC(=O)C3CCCCN3C(=O)C(=O)C1(O2)O)C(C)CC4CCC(C(C4)OC)O)C)C)O)OC)C)C)C)OC. Cell line: EKVX. Synergy scores: CSS=25.0, Synergy_ZIP=-0.612, Synergy_Bliss=-3.51, Synergy_Loewe=-37.8, Synergy_HSA=-5.16. (6) Drug 1: C1=CC(=C2C(=C1NCCNCCO)C(=O)C3=C(C=CC(=C3C2=O)O)O)NCCNCCO. Drug 2: CC1=C2C(C(=O)C3(C(CC4C(C3C(C(C2(C)C)(CC1OC(=O)C(C(C5=CC=CC=C5)NC(=O)OC(C)(C)C)O)O)OC(=O)C6=CC=CC=C6)(CO4)OC(=O)C)O)C)O. Cell line: T-47D. Synergy scores: CSS=33.9, Synergy_ZIP=-14.5, Synergy_Bliss=-11.6, Synergy_Loewe=-9.99, Synergy_HSA=-7.78. (7) Drug 1: CC1=CC=C(C=C1)C2=CC(=NN2C3=CC=C(C=C3)S(=O)(=O)N)C(F)(F)F. Drug 2: CC1CCC2CC(C(=CC=CC=CC(CC(C(=O)C(C(C(=CC(C(=O)CC(OC(=O)C3CCCCN3C(=O)C(=O)C1(O2)O)C(C)CC4CCC(C(C4)OC)O)C)C)O)OC)C)C)C)OC. Cell line: MALME-3M. Synergy scores: CSS=5.56, Synergy_ZIP=9.43, Synergy_Bliss=12.9, Synergy_Loewe=1.90, Synergy_HSA=5.82. (8) Drug 1: CCC1=C2CN3C(=CC4=C(C3=O)COC(=O)C4(CC)O)C2=NC5=C1C=C(C=C5)O. Drug 2: C1CC(=O)NC(=O)C1N2C(=O)C3=CC=CC=C3C2=O. Cell line: SR. Synergy scores: CSS=50.8, Synergy_ZIP=-1.47, Synergy_Bliss=-3.44, Synergy_Loewe=-32.3, Synergy_HSA=-3.22. (9) Drug 1: C1=NC2=C(N=C(N=C2N1C3C(C(C(O3)CO)O)O)F)N. Drug 2: CCCCC(=O)OCC(=O)C1(CC(C2=C(C1)C(=C3C(=C2O)C(=O)C4=C(C3=O)C=CC=C4OC)O)OC5CC(C(C(O5)C)O)NC(=O)C(F)(F)F)O. Cell line: M14. Synergy scores: CSS=32.8, Synergy_ZIP=-1.72, Synergy_Bliss=1.50, Synergy_Loewe=0.934, Synergy_HSA=0.988.